From a dataset of Full USPTO retrosynthesis dataset with 1.9M reactions from patents (1976-2016). Predict the reactants needed to synthesize the given product. Given the product [CH3:1][C:2]1[N:7]=[C:6]([O:8][S:22]([C:21]([F:34])([F:33])[F:20])(=[O:24])=[O:23])[CH:5]=[C:4]([C:9]2[CH:14]=[CH:13][C:12]([C:15]([F:18])([F:16])[F:17])=[C:11]([CH3:19])[CH:10]=2)[CH:3]=1, predict the reactants needed to synthesize it. The reactants are: [CH3:1][C:2]1[NH:7][C:6](=[O:8])[CH:5]=[C:4]([C:9]2[CH:14]=[CH:13][C:12]([C:15]([F:18])([F:17])[F:16])=[C:11]([CH3:19])[CH:10]=2)[CH:3]=1.[F:20][C:21]([F:34])([F:33])[S:22](O[S:22]([C:21]([F:34])([F:33])[F:20])(=[O:24])=[O:23])(=[O:24])=[O:23].